This data is from Catalyst prediction with 721,799 reactions and 888 catalyst types from USPTO. The task is: Predict which catalyst facilitates the given reaction. (1) Reactant: Cl[C:2]1[N:7]=[CH:6][N:5]=[C:4]([NH2:8])[CH:3]=1.CCN(C(C)C)C(C)C.[Cl-].[Cl-].[O:20]=[S:21]1(=[O:32])[CH2:25][CH2:24][CH:23]([NH+:26]2[CH2:31][CH2:30][NH2+:29][CH2:28][CH2:27]2)[CH2:22]1.Cl. Product: [O:32]=[S:21]1(=[O:20])[CH2:25][CH2:24][CH:23]([N:26]2[CH2:31][CH2:30][N:29]([C:2]3[N:7]=[CH:6][N:5]=[C:4]([NH2:8])[CH:3]=3)[CH2:28][CH2:27]2)[CH2:22]1. The catalyst class is: 51. (2) Reactant: [Br:1][C:2]1[CH:11]=[C:10]2[C:5]([CH2:6][CH2:7][NH:8][CH2:9]2)=[CH:4][CH:3]=1.[CH3:12][C:13]([O:16][C:17](O[C:17]([O:16][C:13]([CH3:15])([CH3:14])[CH3:12])=[O:18])=[O:18])([CH3:15])[CH3:14]. Product: [C:13]([O:16][C:17]([N:8]1[CH2:7][CH2:6][C:5]2[C:10](=[CH:11][C:2]([Br:1])=[CH:3][CH:4]=2)[CH2:9]1)=[O:18])([CH3:15])([CH3:14])[CH3:12]. The catalyst class is: 5. (3) Reactant: [C:1]([C:4]1[C:9]2[S:10][C:11]([C:14]([NH:16][C:17]3[CH:26]=[CH:25][C:24]4[C:19](=[CH:20][CH:21]=[CH:22][C:23]=4[C:27]([N:29]4[CH2:32][CH:31]([O:33][CH3:34])[CH2:30]4)=[O:28])[N:18]=3)=[O:15])=[C:12]([CH3:13])[C:8]=2[C:7]([CH2:35][O:36][CH3:37])=[CH:6][CH:5]=1)(=[O:3])[CH3:2].O.[C:39]1([CH3:49])[CH:44]=[CH:43][C:42]([S:45]([OH:48])(=[O:47])=[O:46])=[CH:41][CH:40]=1. Product: [C:39]1([CH3:49])[CH:40]=[CH:41][C:42]([S:45]([OH:48])(=[O:46])=[O:47])=[CH:43][CH:44]=1.[C:1]([C:4]1[C:9]2[S:10][C:11]([C:14]([NH:16][C:17]3[CH:26]=[CH:25][C:24]4[C:19](=[CH:20][CH:21]=[CH:22][C:23]=4[C:27]([N:29]4[CH2:32][CH:31]([O:33][CH3:34])[CH2:30]4)=[O:28])[N:18]=3)=[O:15])=[C:12]([CH3:13])[C:8]=2[C:7]([CH2:35][O:36][CH3:37])=[CH:6][CH:5]=1)(=[O:3])[CH3:2]. The catalyst class is: 8. (4) Reactant: [CH3:1][O:2][C:3]([C:5]1[CH:36]=[CH:35][C:8]([CH2:9][C:10]([CH2:23][CH2:24][C:25]2[CH:30]=[CH:29][C:28]([C:31]([O:33][CH3:34])=[O:32])=[CH:27][CH:26]=2)(C(OCC=C)=O)[C:11]([O:13]CC=C)=[O:12])=[CH:7][CH:6]=1)=[O:4].C1(P(C2C=CC=CC=2)C2C=CC=CC=2)C=CC=CC=1.C(N(CC)CC)C.C(O)=O. Product: [CH3:1][O:2][C:3]([C:5]1[CH:6]=[CH:7][C:8]([CH2:9][CH:10]([CH2:23][CH2:24][C:25]2[CH:26]=[CH:27][C:28]([C:31]([O:33][CH3:34])=[O:32])=[CH:29][CH:30]=2)[C:11]([OH:13])=[O:12])=[CH:35][CH:36]=1)=[O:4]. The catalyst class is: 160. (5) Reactant: [C:1]([N:4]1[C:12]2[C:7](=[CH:8][C:9]([C:13]([OH:15])=O)=[CH:10][CH:11]=2)[CH:6]=[N:5]1)(=[O:3])[CH3:2].C1N=CN(C(N2C=NC=C2)=O)C=1.[CH2:28]([O:30][C:31](=[O:36])[CH2:32]C(O)=O)[CH3:29].CCN(CC)CC.[Mg+2].[Cl-].[Cl-].[K]. Product: [C:1]([N:4]1[C:12]2[C:7](=[CH:8][C:9]([C:13](=[O:15])[CH2:32][C:31]([O:30][CH2:28][CH3:29])=[O:36])=[CH:10][CH:11]=2)[CH:6]=[N:5]1)(=[O:3])[CH3:2]. The catalyst class is: 841. (6) Reactant: Cl.Cl.[NH:3]1[CH2:8][CH2:7][CH:6](/[CH:9]=[C:10]2/[C:11]([NH:16][CH2:17][C:18]#[CH:19])=[N:12][C:13](=[O:15])[S:14]/2)[CH2:5][CH2:4]1.C(=O)([O-])[O-].[K+].[K+].Br[CH2:27][C:28]1[C:37]2[C:32](=[CH:33][CH:34]=[CH:35][CH:36]=2)[C:31]([C:38]#[N:39])=[CH:30][CH:29]=1.O. Product: [O:15]=[C:13]1[N:12]=[C:11]([NH:16][CH2:17][C:18]#[CH:19])/[C:10](=[CH:9]/[CH:6]2[CH2:7][CH2:8][N:3]([CH2:27][C:28]3[C:37]4[C:32](=[CH:33][CH:34]=[CH:35][CH:36]=4)[C:31]([C:38]#[N:39])=[CH:30][CH:29]=3)[CH2:4][CH2:5]2)/[S:14]1. The catalyst class is: 3. (7) Reactant: C[O:2][C:3](=[O:41])[CH2:4][CH:5]1[C:14]2[C:9](=[C:10]([F:15])[CH:11]=[CH:12][CH:13]=2)[N:8]=[C:7]([C:16]2[CH:21]=[CH:20][C:19]([C:22]3[CH:27]=[CH:26][CH:25]=[C:24]([CH3:28])[CH:23]=3)=[CH:18][CH:17]=2)[N:6]1[C:29]1[CH:34]=[C:33]([C:35]([F:38])([F:37])[F:36])[CH:32]=[CH:31][C:30]=1[O:39][CH3:40].[OH-].[Na+]. Product: [CH3:28][C:24]1[CH:23]=[C:22]([C:19]2[CH:18]=[CH:17][C:16]([C:7]3[N:6]([C:29]4[CH:34]=[C:33]([C:35]([F:38])([F:37])[F:36])[CH:32]=[CH:31][C:30]=4[O:39][CH3:40])[CH:5]([CH2:4][C:3]([OH:41])=[O:2])[C:14]4[C:9](=[C:10]([F:15])[CH:11]=[CH:12][CH:13]=4)[N:8]=3)=[CH:21][CH:20]=2)[CH:27]=[CH:26][CH:25]=1. The catalyst class is: 12. (8) Reactant: [CH:1]1([CH:6]([C:14]2[CH:19]=[CH:18][C:17]([CH2:20][N:21]3[C:29](=O)[C:28]4[C:23](=[C:24]([F:32])[CH:25]=[CH:26][C:27]=4[F:31])[CH:22]3[OH:33])=[CH:16][CH:15]=2)[C:7]([O:9]C(C)(C)C)=[O:8])[CH2:5][CH2:4][CH2:3][CH2:2]1.FC(F)(F)C(O)=O.C([SiH](CC)CC)C. The catalyst class is: 4. Product: [CH:1]1([CH:6]([C:14]2[CH:15]=[CH:16][C:17]([CH2:20][N:21]3[CH2:29][C:28]4[C:23](=[C:24]([F:32])[CH:25]=[CH:26][C:27]=4[F:31])[C:22]3=[O:33])=[CH:18][CH:19]=2)[C:7]([OH:9])=[O:8])[CH2:2][CH2:3][CH2:4][CH2:5]1. (9) Reactant: Cl[C:2]1[N:7]=[C:6]([NH:8][C:9]2[CH:14]=[CH:13][C:12]([F:15])=[CH:11][CH:10]=2)[N:5]=[C:4]([NH:16][C:17]2[CH:22]=[CH:21][C:20]([F:23])=[CH:19][CH:18]=2)[N:3]=1.[NH2:24][NH2:25].[CH:26](=O)[C:27]1[C:28](=[CH:30][CH:31]=[CH:32][CH:33]=1)[OH:29]. The catalyst class is: 4. Product: [F:23][C:20]1[CH:21]=[CH:22][C:17]([NH:16][C:4]2[N:5]=[C:6]([NH:8][C:9]3[CH:14]=[CH:13][C:12]([F:15])=[CH:11][CH:10]=3)[N:7]=[C:2]([NH:24]/[N:25]=[CH:26]/[C:27]3[CH:33]=[CH:32][CH:31]=[CH:30][C:28]=3[OH:29])[N:3]=2)=[CH:18][CH:19]=1. (10) Reactant: B(Br)(Br)Br.[F:5][C:6]1[CH:34]=[CH:33][C:9]([CH:10]([C:23]([OH:32])([CH2:28][C:29]([CH3:31])=[CH2:30])[C:24]([F:27])([F:26])[F:25])[NH:11][C:12]2[CH:21]=[CH:20][CH:19]=[C:18]3[C:13]=2[CH:14]=[N:15][C:16]([CH3:22])=[N:17]3)=[C:8]([O:35][CH3:36])[CH:7]=1. Product: [F:5][C:6]1[CH:34]=[CH:33][C:9]([CH:10]([C:23]([OH:32])([CH:28]=[C:29]([CH3:30])[CH3:31])[C:24]([F:26])([F:25])[F:27])[NH:11][C:12]2[CH:21]=[CH:20][CH:19]=[C:18]3[C:13]=2[CH:14]=[N:15][C:16]([CH3:22])=[N:17]3)=[C:8]([O:35][CH3:36])[CH:7]=1. The catalyst class is: 195.